This data is from Catalyst prediction with 721,799 reactions and 888 catalyst types from USPTO. The task is: Predict which catalyst facilitates the given reaction. (1) Reactant: [CH3:1][S:2](Cl)(=[O:4])=[O:3].[C:6]1([C:12]2[NH:13][C:14]3[C:19]([C:20]=2[CH2:21][CH2:22][OH:23])=[CH:18][CH:17]=[CH:16][CH:15]=3)[CH:11]=[CH:10][CH:9]=[CH:8][CH:7]=1.C(N(CC)CC)C.Cl. Product: [C:6]1([C:12]2[NH:13][C:14]3[C:19]([C:20]=2[CH2:21][CH2:22][O:23][S:2]([CH3:1])(=[O:4])=[O:3])=[CH:18][CH:17]=[CH:16][CH:15]=3)[CH:7]=[CH:8][CH:9]=[CH:10][CH:11]=1. The catalyst class is: 4. (2) Product: [CH2:1]([N:8]1[CH:12]=[C:11]([C:13]2[CH:18]=[C:17]([F:19])[CH:16]=[CH:15][C:14]=2[F:20])[N:10]=[C:9]1[C@@H:21]([CH:35]1[CH2:40][CH2:39][O:38][CH2:37][CH2:36]1)[N:22]([CH2:28][C@H:29]1[C@@H:33]([F:34])[CH2:32][N:31]([C:50]([O:51][CH2:52][C:53]2[CH:58]=[CH:57][C:56]([NH:59][C:60](=[O:91])[C@@H:61]([NH:69][C:70](=[O:90])[C@@H:71]([NH:75][C:76](=[O:89])[CH2:77][CH2:78][CH2:79][CH2:80][CH2:81][N:82]3[C:86](=[O:87])[CH:85]=[CH:84][C:83]3=[O:88])[CH:72]([CH3:73])[CH3:74])[CH2:62][CH2:63][CH2:64][NH:65][C:66]([NH2:68])=[O:67])=[CH:55][CH:54]=2)=[O:92])[CH2:30]1)[C:23](=[O:27])[C@@H:24]([OH:26])[CH3:25])[C:2]1[CH:3]=[CH:4][CH:5]=[CH:6][CH:7]=1. The catalyst class is: 16. Reactant: [CH2:1]([N:8]1[CH:12]=[C:11]([C:13]2[CH:18]=[C:17]([F:19])[CH:16]=[CH:15][C:14]=2[F:20])[N:10]=[C:9]1[C@@H:21]([CH:35]1[CH2:40][CH2:39][O:38][CH2:37][CH2:36]1)[N:22]([CH2:28][C@H:29]1[C@@H:33]([F:34])[CH2:32][NH:31][CH2:30]1)[C:23](=[O:27])[C@@H:24]([OH:26])[CH3:25])[C:2]1[CH:7]=[CH:6][CH:5]=[CH:4][CH:3]=1.C(N(C(C)C)C(C)C)C.[C:50](=O)([O:92]C1C=CC([N+]([O-])=O)=CC=1)[O:51][CH2:52][C:53]1[CH:58]=[CH:57][C:56]([NH:59][C:60](=[O:91])[C@@H:61]([NH:69][C:70](=[O:90])[C@@H:71]([NH:75][C:76](=[O:89])[CH2:77][CH2:78][CH2:79][CH2:80][CH2:81][N:82]2[C:86](=[O:87])[CH:85]=[CH:84][C:83]2=[O:88])[CH:72]([CH3:74])[CH3:73])[CH2:62][CH2:63][CH2:64][NH:65][C:66]([NH2:68])=[O:67])=[CH:55][CH:54]=1. (3) Reactant: [CH3:1][O:2][C:3]1[CH:8]=[CH:7][C:6]([C:9]2[C:17]3[C:12](=[N:13][C:14]([NH2:18])=[N:15][CH:16]=3)[N:11]([CH3:19])[N:10]=2)=[CH:5][C:4]=1[C:20]([F:23])([F:22])[F:21].[Cl:24]N1C(=O)N(Cl)C(=O)N(Cl)C1=O. Product: [Cl:24][C:8]1[CH:7]=[C:6]([C:9]2[C:17]3[C:12](=[N:13][C:14]([NH2:18])=[N:15][CH:16]=3)[N:11]([CH3:19])[N:10]=2)[CH:5]=[C:4]([C:20]([F:21])([F:23])[F:22])[C:3]=1[O:2][CH3:1]. The catalyst class is: 65. (4) Reactant: [NH2:1][C:2]1[CH:3]=[C:4]([CH:7]=[C:8]([NH2:11])[C:9]=1[Cl:10])[C:5]#[N:6].CCN(C(C)C)C(C)C.Br[CH2:22][CH2:23][O:24][CH2:25][CH2:26][O:27][CH3:28]. Product: [NH2:1][C:2]1[CH:3]=[C:4]([CH:7]=[C:8]([NH:11][CH2:22][CH2:23][O:24][CH2:25][CH2:26][O:27][CH3:28])[C:9]=1[Cl:10])[C:5]#[N:6]. The catalyst class is: 173. (5) Reactant: [CH3:1][C:2]1[CH:7]=[C:6]([O:8][CH3:9])[CH:5]=[CH:4][C:3]=1[NH2:10].[F:11][B-:12]([F:15])([F:14])[F:13].[H+].[N:17]([O-])=O.[Na+]. Product: [F:11][B-:12]([F:15])([F:14])[F:13].[CH3:1][C:2]1[CH:7]=[C:6]([O:8][CH3:9])[CH:5]=[CH:4][C:3]=1[N+:10]#[N:17]. The catalyst class is: 6. (6) Reactant: C(O)(C(F)(F)F)=O.[NH2:8][C:9](=[O:53])[CH2:10][C:11]1[CH:48]=[CH:47][C:46]([C:49]([F:52])([F:51])[F:50])=[CH:45][C:12]=1[CH2:13][CH2:14][C:15]1[C:20]([C:21]([F:24])([F:23])[F:22])=[CH:19][N:18]=[C:17]([NH:25][C:26]2[CH:31]=[CH:30][C:29]([CH:32]3[CH2:37][CH2:36][N:35]([C:38](OC(C)(C)C)=O)[CH2:34][CH2:33]3)=[CH:28][CH:27]=2)[N:16]=1.C=O.C(O[BH-](OC(=O)C)OC(=O)C)(=O)C.[Na+]. Product: [CH3:38][N:35]1[CH2:36][CH2:37][CH:32]([C:29]2[CH:30]=[CH:31][C:26]([NH:25][C:17]3[N:16]=[C:15]([CH2:14][CH2:13][C:12]4[CH:45]=[C:46]([C:49]([F:52])([F:50])[F:51])[CH:47]=[CH:48][C:11]=4[CH2:10][C:9]([NH2:8])=[O:53])[C:20]([C:21]([F:22])([F:24])[F:23])=[CH:19][N:18]=3)=[CH:27][CH:28]=2)[CH2:33][CH2:34]1. The catalyst class is: 2. (7) Reactant: [F:1][C:2]1[CH:7]=[CH:6][C:5]([N:8]2[C:12]([NH2:13])=[CH:11][C:10]([C:14]([F:17])([F:16])[F:15])=[N:9]2)=[CH:4][CH:3]=1.C([O-])([O-])=O.[K+].[K+].Cl[C:25]([O:27][C:28]1[CH:33]=[CH:32][CH:31]=[CH:30][CH:29]=1)=[O:26]. Product: [F:1][C:2]1[CH:3]=[CH:4][C:5]([N:8]2[C:12]([NH:13][C:25](=[O:26])[O:27][C:28]3[CH:33]=[CH:32][CH:31]=[CH:30][CH:29]=3)=[CH:11][C:10]([C:14]([F:15])([F:17])[F:16])=[N:9]2)=[CH:6][CH:7]=1. The catalyst class is: 1.